This data is from Full USPTO retrosynthesis dataset with 1.9M reactions from patents (1976-2016). The task is: Predict the reactants needed to synthesize the given product. (1) Given the product [ClH:28].[NH2:4][CH2:3][C:2]([NH:12][S:13]([C:16]1[CH:21]=[CH:20][C:19]([O:22][CH2:23][CH2:24][CH2:25][CH2:26][CH3:27])=[CH:18][CH:17]=1)(=[O:15])=[O:14])=[O:1], predict the reactants needed to synthesize it. The reactants are: [O:1]=[C:2]([NH:12][S:13]([C:16]1[CH:21]=[CH:20][C:19]([O:22][CH2:23][CH2:24][CH2:25][CH2:26][CH3:27])=[CH:18][CH:17]=1)(=[O:15])=[O:14])[CH2:3][NH:4]C(=O)OCCCC.[ClH:28]. (2) The reactants are: [CH2:1]([C:3]1[CH:4]=[N:5][C:6]([N:9]2[CH2:14][CH2:13][CH:12]([C@H:15]3[CH2:17][C@H:16]3[CH2:18][CH2:19][OH:20])[CH2:11][CH2:10]2)=[N:7][CH:8]=1)[CH3:2].CC(C)([O-])C.[K+].[N:27]1([C:31](=[O:40])[CH2:32][C:33]2[CH:34]=[N:35][C:36](Cl)=[CH:37][CH:38]=2)[CH2:30][CH2:29][CH2:28]1. Given the product [N:27]1([C:31](=[O:40])[CH2:32][C:33]2[CH:34]=[N:35][C:36]([O:20][CH2:19][CH2:18][C@@H:16]3[CH2:17][C@@H:15]3[CH:12]3[CH2:13][CH2:14][N:9]([C:6]4[N:7]=[CH:8][C:3]([CH2:1][CH3:2])=[CH:4][N:5]=4)[CH2:10][CH2:11]3)=[CH:37][CH:38]=2)[CH2:30][CH2:29][CH2:28]1, predict the reactants needed to synthesize it. (3) Given the product [Cl:1][C:2]1[CH:14]=[CH:13][C:5]([O:6][CH2:7][C:8]([OH:10])=[O:9])=[C:4]([CH2:15][N:16]2[CH2:17][CH2:18][N:19]([S:22]([C:30]3[CH:29]=[CH:4][CH:3]=[CH:2][CH:14]=3)(=[O:24])=[O:23])[CH2:20][CH2:21]2)[CH:3]=1, predict the reactants needed to synthesize it. The reactants are: [Cl:1][C:2]1[CH:14]=[CH:13][C:5]([O:6][CH2:7][C:8]([O:10]CC)=[O:9])=[C:4]([CH2:15][N:16]2[CH2:21][CH2:20][NH:19][CH2:18][CH2:17]2)[CH:3]=1.[S:22](Cl)(Cl)(=[O:24])=[O:23].[OH-].[Na+].[C:29](O)(=O)[CH3:30]. (4) Given the product [CH3:18][C:19]1[CH:27]=[CH:26][C:22]([C:23]([OH:25])=[O:24])=[CH:21][C:20]=1[C:2]1[CH:3]=[C:4]2[C:9](=[CH:10][CH:11]=1)[C:8]([N:12]1[CH2:17][CH2:16][O:15][CH2:14][CH2:13]1)=[N:7][N:6]=[CH:5]2, predict the reactants needed to synthesize it. The reactants are: Br[C:2]1[CH:3]=[C:4]2[C:9](=[CH:10][CH:11]=1)[C:8]([N:12]1[CH2:17][CH2:16][O:15][CH2:14][CH2:13]1)=[N:7][N:6]=[CH:5]2.[CH3:18][C:19]1[CH:27]=[CH:26][C:22]([C:23]([OH:25])=[O:24])=[CH:21][C:20]=1B1OC(C)(C)C(C)(C)O1.C(=O)([O-])[O-].[Na+].[Na+].O. (5) Given the product [CH3:1][O:2][C:3]1[CH:8]=[CH:7][CH:6]=[C:5]([O:9][CH3:10])[C:4]=1[C:15]1[CH:20]=[CH:19][C:18](/[C:21](/[CH3:28])=[CH:22]/[C:23]([O:25][CH2:26][CH3:27])=[O:24])=[CH:17][CH:16]=1, predict the reactants needed to synthesize it. The reactants are: [CH3:1][O:2][C:3]1[CH:8]=[CH:7][CH:6]=[C:5]([O:9][CH3:10])[C:4]=1B(O)O.Br[C:15]1[CH:20]=[CH:19][C:18](/[C:21](/[CH3:28])=[CH:22]/[C:23]([O:25][CH2:26][CH3:27])=[O:24])=[CH:17][CH:16]=1. (6) Given the product [Br:13][CH:1]([C:3]1[N:8]=[C:7]([C:9]([O:11][CH3:12])=[O:10])[CH:6]=[CH:5][CH:4]=1)[CH3:2], predict the reactants needed to synthesize it. The reactants are: [CH2:1]([C:3]1[N:8]=[C:7]([C:9]([O:11][CH3:12])=[O:10])[CH:6]=[CH:5][CH:4]=1)[CH3:2].[Br:13]N1C(=O)CCC1=O. (7) Given the product [CH:26]1([N:24]([CH2:23][C:21]2[CH:22]=[C:13]([C:12]#[C:11][C:8]3[CH:9]=[CH:10][C:5]([CH2:4][C:3]([OH:34])=[O:2])=[C:6]([F:33])[CH:7]=3)[CH:14]=[C:15]3[C:20]=2[O:19][C:18]([CH3:29])([CH3:30])[CH2:17][C:16]3([CH3:32])[CH3:31])[CH3:25])[CH2:28][CH2:27]1, predict the reactants needed to synthesize it. The reactants are: C[O:2][C:3](=[O:34])[CH2:4][C:5]1[CH:10]=[CH:9][C:8]([C:11]#[C:12][C:13]2[CH:14]=[C:15]3[C:20](=[C:21]([CH2:23][N:24]([CH:26]4[CH2:28][CH2:27]4)[CH3:25])[CH:22]=2)[O:19][C:18]([CH3:30])([CH3:29])[CH2:17][C:16]3([CH3:32])[CH3:31])=[CH:7][C:6]=1[F:33].[OH-].[Na+].